Dataset: Forward reaction prediction with 1.9M reactions from USPTO patents (1976-2016). Task: Predict the product of the given reaction. The product is: [CH3:30][C:28]1[CH:27]=[C:26]2[C:22]([CH:23]=[CH:24][NH:25]2)=[C:21]([C:55]2[N:56]=[C:57]([C:67]3([S:70]([CH3:73])(=[O:71])=[O:72])[CH2:68][CH2:69]3)[CH:58]=[C:59]([N:61]3[CH2:66][CH2:65][O:64][CH2:63][CH2:62]3)[N:60]=2)[CH:29]=1. Given the reactants C1(P(C2CCCCC2)C2CCCCC2)CCCCC1.Br[C:21]1[CH:29]=[C:28]([CH3:30])[CH:27]=[C:26]2[C:22]=1[CH:23]=[CH:24][NH:25]2.C([O-])(=O)C.[K+].B1(B2OC(C)(C)C(C)(C)O2)OC(C)(C)C(C)(C)O1.Cl[C:55]1[N:60]=[C:59]([N:61]2[CH2:66][CH2:65][O:64][CH2:63][CH2:62]2)[CH:58]=[C:57]([C:67]2([S:70]([CH3:73])(=[O:72])=[O:71])[CH2:69][CH2:68]2)[N:56]=1.C(=O)([O-])[O-].[Na+].[Na+], predict the reaction product.